Predict the product of the given reaction. From a dataset of Forward reaction prediction with 1.9M reactions from USPTO patents (1976-2016). (1) Given the reactants [Br:1][C:2]1[CH:7]=[CH:6][C:5]([O:8][CH3:9])=[C:4]([N+:10]([O-])=O)[CH:3]=1.[CH:13]([Mg]Br)=[CH2:14], predict the reaction product. The product is: [Br:1][C:2]1[CH:7]=[CH:6][C:5]([O:8][CH3:9])=[C:4]2[C:3]=1[CH:13]=[CH:14][NH:10]2. (2) Given the reactants [CH3:1][O:2][C:3]([C:5]1([CH3:21])[CH2:10][CH2:9][CH2:8][CH:7]([NH:11][C:12]2[C:17]([F:18])=[CH:16][N:15]=[C:14](Cl)[N:13]=2)[CH:6]1[OH:20])=[O:4].[Cl:22][C:23]1[CH:24]=[C:25]2[C:31](B3OC(C)(C)C(C)(C)O3)=[CH:30][N:29]([S:41]([C:44]3[CH:49]=[CH:48][C:47]([CH3:50])=[CH:46][CH:45]=3)(=[O:43])=[O:42])[C:26]2=[N:27][CH:28]=1.C([O-])([O-])=O.[Na+].[Na+], predict the reaction product. The product is: [CH3:1][O:2][C:3]([C:5]1([CH3:21])[CH2:10][CH2:9][CH2:8][CH:7]([NH:11][C:12]2[C:17]([F:18])=[CH:16][N:15]=[C:14]([C:31]3[C:25]4[C:26](=[N:27][CH:28]=[C:23]([Cl:22])[CH:24]=4)[N:29]([S:41]([C:44]4[CH:49]=[CH:48][C:47]([CH3:50])=[CH:46][CH:45]=4)(=[O:42])=[O:43])[CH:30]=3)[N:13]=2)[CH:6]1[OH:20])=[O:4]. (3) The product is: [CH2:1]([O:3][C:4](=[O:7])[CH2:5][O:6][CH2:17][C:15]1[CH:14]=[N:13][CH:12]=[C:11]([Br:10])[CH:16]=1)[CH3:2]. Given the reactants [CH2:1]([O:3][C:4](=[O:7])[CH2:5][OH:6])[CH3:2].[H-].[Na+].[Br:10][C:11]1[CH:12]=[N:13][CH:14]=[C:15]([CH2:17]Cl)[CH:16]=1, predict the reaction product. (4) Given the reactants Br[C:2]1[CH:18]=[CH:17][C:5]([O:6][CH2:7][CH2:8][NH:9][C:10](=[O:16])[O:11][C:12]([CH3:15])([CH3:14])[CH3:13])=[C:4]([C:19]([F:22])([F:21])[F:20])[CH:3]=1.[B:23]1([B:23]2[O:27][C:26]([CH3:29])([CH3:28])[C:25]([CH3:31])([CH3:30])[O:24]2)[O:27][C:26]([CH3:29])([CH3:28])[C:25]([CH3:31])([CH3:30])[O:24]1, predict the reaction product. The product is: [CH3:30][C:25]1([CH3:31])[C:26]([CH3:29])([CH3:28])[O:27][B:23]([C:2]2[CH:18]=[CH:17][C:5]([O:6][CH2:7][CH2:8][NH:9][C:10](=[O:16])[O:11][C:12]([CH3:15])([CH3:14])[CH3:13])=[C:4]([C:19]([F:22])([F:21])[F:20])[CH:3]=2)[O:24]1. (5) Given the reactants [CH2:1]([N:8]1[CH2:12][CH2:11][C:10](=O)[CH2:9]1)[C:2]1[CH:7]=[CH:6][CH:5]=[CH:4][CH:3]=1.[NH2:14][C:15]1[CH:16]=[C:17]2[C:21](=[CH:22][CH:23]=1)[NH:20][N:19]=[CH:18]2.C(O)(=O)C.C(=O)([O-])O.[Na+], predict the reaction product. The product is: [CH2:1]([N:8]1[CH2:12][CH2:11][CH2:10][CH:9]1[NH:14][C:15]1[CH:16]=[C:17]2[C:21](=[CH:22][CH:23]=1)[NH:20][N:19]=[CH:18]2)[C:2]1[CH:7]=[CH:6][CH:5]=[CH:4][CH:3]=1.